From a dataset of Retrosynthesis with 50K atom-mapped reactions and 10 reaction types from USPTO. Predict the reactants needed to synthesize the given product. The reactants are: Cc1nccn1-c1ccc([N+](=O)[O-])c(C=O)c1. Given the product Cc1nccn1-c1ccc([N+](=O)[O-])c(CO)c1, predict the reactants needed to synthesize it.